From a dataset of hERG potassium channel inhibition data for cardiac toxicity prediction from Karim et al.. Regression/Classification. Given a drug SMILES string, predict its toxicity properties. Task type varies by dataset: regression for continuous values (e.g., LD50, hERG inhibition percentage) or binary classification for toxic/non-toxic outcomes (e.g., AMES mutagenicity, cardiotoxicity, hepatotoxicity). Dataset: herg_karim. (1) The molecule is O=C(c1ccccc1)C1CCN(CCCc2ccccc2)CC1. The result is 1 (blocker). (2) The drug is COc1ccc2c(=O)n(-c3ccc(OC4CCN(C5CCC5)CC4)cc3)c(C)nc2c1. The result is 0 (non-blocker). (3) The compound is CCCCN(CC)CC#CCc1ccc(Cl)cc1. The result is 1 (blocker). (4) The drug is CC(C)[C@@]12C[C@@H](OC(=O)CO)[C@@](C)(O1)[C@@H]1CC[C@@H](C)[C@H]1[C@@H]2OC(=O)C=Cc1ccccc1. The result is 0 (non-blocker). (5) The compound is CCc1nc2cc3c(cc2o1)CCN(CCCSc1nnc(-c2cccnc2)n1C)CC3. The result is 0 (non-blocker).